From a dataset of Catalyst prediction with 721,799 reactions and 888 catalyst types from USPTO. Predict which catalyst facilitates the given reaction. (1) Reactant: [CH2:1]([CH:8]1[CH2:12][O:11][C:10](=[O:13])[N:9]1[C:14](=[O:44])[CH:15]([C:20]1[CH:21]=[C:22]([C:34]2[CH:39]=[CH:38][C:37]([C:40]([F:43])([F:42])[F:41])=[CH:36][CH:35]=2)[CH:23]=[C:24]([O:26]CC2C=CC=CC=2)[CH:25]=1)[CH2:16][C:17]([CH3:19])=[CH2:18])[C:2]1[CH:7]=[CH:6][CH:5]=[CH:4][CH:3]=1. Product: [CH2:1]([CH:8]1[CH2:12][O:11][C:10](=[O:13])[N:9]1[C:14](=[O:44])[CH:15]([C:20]1[CH:21]=[C:22]([C:34]2[CH:35]=[CH:36][C:37]([C:40]([F:42])([F:41])[F:43])=[CH:38][CH:39]=2)[CH:23]=[C:24]([OH:26])[CH:25]=1)[CH2:16][CH:17]([CH3:19])[CH3:18])[C:2]1[CH:7]=[CH:6][CH:5]=[CH:4][CH:3]=1. The catalyst class is: 19. (2) Reactant: [N+:1]([C:4]1[CH:9]=[CH:8][CH:7]=[CH:6][C:5]=1[CH2:10][CH2:11][CH2:12][CH2:13][CH2:14][C:15]1[CH:24]=[CH:23][CH:22]=[CH:21][C:16]=1[C:17]([O:19][CH3:20])=[O:18])([O-])=O. Product: [NH2:1][C:4]1[CH:9]=[CH:8][CH:7]=[CH:6][C:5]=1[CH2:10][CH2:11][CH2:12][CH2:13][CH2:14][C:15]1[CH:24]=[CH:23][CH:22]=[CH:21][C:16]=1[C:17]([O:19][CH3:20])=[O:18]. The catalyst class is: 43.